From a dataset of Reaction yield outcomes from USPTO patents with 853,638 reactions. Predict the reaction yield, written as a fraction of the theoretical maximum amount of product (1.0 means a 100% yield; for example, 0.34 means a 34% yield). The reactants are [H-].[Na+].[CH3:3][C:4](=[O:9])[CH2:5][C:6](=[O:8])[CH3:7].C([Li])CCC.F[C:16]1[CH:21]=[CH:20][CH:19]=[CH:18][N:17]=1.Cl. The catalyst is C1COCC1.CCCCCC.CCOCC.[Cl-].[Na+].O. The product is [N:17]1[CH:18]=[CH:19][CH:20]=[CH:21][C:16]=1[CH2:3][C:4](=[O:9])[CH2:5][C:6](=[O:8])[CH3:7]. The yield is 0.250.